From a dataset of Forward reaction prediction with 1.9M reactions from USPTO patents (1976-2016). Predict the product of the given reaction. The product is: [C:1]([O:5][C:6](=[O:33])[NH:7][CH2:8][CH:9]1[CH2:12][N:11]([CH2:13][C:14]#[C:15][C:16]2[CH:17]=[N:18][CH:19]=[CH:20][C:21]=2[O:22][C:23]2[CH:28]=[CH:27][C:26]([NH2:29])=[CH:25][C:24]=2[F:32])[CH2:10]1)([CH3:4])([CH3:2])[CH3:3]. Given the reactants [C:1]([O:5][C:6](=[O:33])[NH:7][CH2:8][CH:9]1[CH2:12][N:11]([CH2:13][C:14]#[C:15][C:16]2[CH:17]=[N:18][CH:19]=[CH:20][C:21]=2[O:22][C:23]2[CH:28]=[CH:27][C:26]([N+:29]([O-])=O)=[CH:25][C:24]=2[F:32])[CH2:10]1)([CH3:4])([CH3:3])[CH3:2].[NH4+].[Cl-], predict the reaction product.